This data is from NCI-60 drug combinations with 297,098 pairs across 59 cell lines. The task is: Regression. Given two drug SMILES strings and cell line genomic features, predict the synergy score measuring deviation from expected non-interaction effect. (1) Drug 1: C1=NNC2=C1C(=O)NC=N2. Drug 2: C(CN)CNCCSP(=O)(O)O. Cell line: MDA-MB-435. Synergy scores: CSS=1.65, Synergy_ZIP=-5.11, Synergy_Bliss=-9.94, Synergy_Loewe=-5.86, Synergy_HSA=-5.97. (2) Drug 1: C1=CN(C(=O)N=C1N)C2C(C(C(O2)CO)O)O.Cl. Drug 2: CCN(CC)CCNC(=O)C1=C(NC(=C1C)C=C2C3=C(C=CC(=C3)F)NC2=O)C. Cell line: OVCAR-5. Synergy scores: CSS=22.8, Synergy_ZIP=-5.95, Synergy_Bliss=-0.252, Synergy_Loewe=-18.6, Synergy_HSA=-2.47. (3) Drug 1: C1=CC(=CC=C1C#N)C(C2=CC=C(C=C2)C#N)N3C=NC=N3. Drug 2: C1=CN(C=N1)CC(O)(P(=O)(O)O)P(=O)(O)O. Cell line: HOP-62. Synergy scores: CSS=9.13, Synergy_ZIP=-0.166, Synergy_Bliss=-2.30, Synergy_Loewe=1.42, Synergy_HSA=-3.91. (4) Drug 1: C1=CC(=CC=C1CCC2=CNC3=C2C(=O)NC(=N3)N)C(=O)NC(CCC(=O)O)C(=O)O. Drug 2: CC(CN1CC(=O)NC(=O)C1)N2CC(=O)NC(=O)C2. Cell line: DU-145. Synergy scores: CSS=26.9, Synergy_ZIP=-6.91, Synergy_Bliss=-0.472, Synergy_Loewe=2.11, Synergy_HSA=3.61. (5) Drug 1: C1=C(C(=O)NC(=O)N1)F. Drug 2: C(CN)CNCCSP(=O)(O)O. Cell line: IGROV1. Synergy scores: CSS=24.3, Synergy_ZIP=2.90, Synergy_Bliss=2.42, Synergy_Loewe=-11.6, Synergy_HSA=-0.213. (6) Drug 1: C1=CN(C(=O)N=C1N)C2C(C(C(O2)CO)O)O.Cl. Drug 2: C1=CC=C(C=C1)NC(=O)CCCCCCC(=O)NO. Cell line: SR. Synergy scores: CSS=66.6, Synergy_ZIP=0.348, Synergy_Bliss=0.368, Synergy_Loewe=-0.786, Synergy_HSA=2.78. (7) Synergy scores: CSS=51.3, Synergy_ZIP=0.537, Synergy_Bliss=0.682, Synergy_Loewe=4.95, Synergy_HSA=6.44. Drug 2: CC1CCC2CC(C(=CC=CC=CC(CC(C(=O)C(C(C(=CC(C(=O)CC(OC(=O)C3CCCCN3C(=O)C(=O)C1(O2)O)C(C)CC4CCC(C(C4)OC)OCCO)C)C)O)OC)C)C)C)OC. Drug 1: COC1=CC(=CC(=C1O)OC)C2C3C(COC3=O)C(C4=CC5=C(C=C24)OCO5)OC6C(C(C7C(O6)COC(O7)C8=CC=CS8)O)O. Cell line: U251. (8) Drug 1: C1CCC(C1)C(CC#N)N2C=C(C=N2)C3=C4C=CNC4=NC=N3. Drug 2: CN1C2=C(C=C(C=C2)N(CCCl)CCCl)N=C1CCCC(=O)O.Cl. Cell line: NCI-H226. Synergy scores: CSS=6.25, Synergy_ZIP=-2.66, Synergy_Bliss=0.595, Synergy_Loewe=-2.60, Synergy_HSA=0.365.